Dataset: Catalyst prediction with 721,799 reactions and 888 catalyst types from USPTO. Task: Predict which catalyst facilitates the given reaction. Reactant: C[N:2]1[CH2:7][C:6]([C:8]([O:10]C)=[O:9])=[CH:5][CH2:4][CH2:3]1.Br.C(=O)([O-])[O-].[K+].[K+].[Na+].[Cl-].S([O-])([O-])(=O)=O.[Na+].[Na+]. Product: [NH:2]1[CH2:3][CH2:4][CH:5]=[C:6]([C:8]([OH:10])=[O:9])[CH2:7]1. The catalyst class is: 226.